Dataset: Full USPTO retrosynthesis dataset with 1.9M reactions from patents (1976-2016). Task: Predict the reactants needed to synthesize the given product. (1) Given the product [OH:23][C:4]1[C:3]([C:2]([F:18])([F:17])[F:1])=[CH:10][C:9]([C:13]([F:16])([F:15])[F:14])=[CH:8][C:5]=1[CH:6]=[O:7], predict the reactants needed to synthesize it. The reactants are: [F:1][C:2]([F:18])([F:17])[C:3]1[CH:4]=[C:5]([CH:8]=[C:9]([C:13]([F:16])([F:15])[F:14])[C:10]=1OC)[CH:6]=[O:7].B(Br)(Br)Br.[OH2:23]. (2) Given the product [CH3:34][N:36]1[CH2:40][CH2:39][CH2:38][CH2:37]1.[NH2:1][C@:2]([O:83][CH2:84][CH:85]=[CH2:86])([C:8]([NH:10][C@@H:11]([C:18]([NH:20][CH2:21][C:22]([NH:24][C@H:25]([C:34]([NH:36][C@@H:37]([C:51]([NH:53][C@H:54]([C:63]([NH2:65])=[O:64])[CH2:55][C:56](=[O:62])[O:57][C:58]([CH3:61])([CH3:60])[CH3:59])=[O:52])[CH2:38][CH2:39][CH2:40][CH2:41][NH:42][NH:43][C:44]([O:46][C:47]([CH3:48])([CH3:49])[CH3:50])=[O:45])=[O:35])[CH2:26][C:27](=[O:33])[O:28][C:29]([CH3:32])([CH3:31])[CH3:30])=[O:23])=[O:19])[CH2:12][O:13][C:14]([CH3:17])([CH3:16])[CH3:15])=[O:9])[CH2:3][CH2:4][C:5](=[O:6])[OH:7], predict the reactants needed to synthesize it. The reactants are: [NH2:1][C@:2]([O:83][CH2:84][CH:85]=[CH2:86])([C:8]([NH:10][C@@H:11]([C:18]([NH:20][CH2:21][C:22]([NH:24][C@H:25]([C:34]([NH:36][C@@H:37]([C:51]([NH:53][C@H:54]([C:63]([NH:65]C(OCC1C2C(=CC=CC=2)C2C1=CC=CC=2)=O)=[O:64])[CH2:55][C:56](=[O:62])[O:57][C:58]([CH3:61])([CH3:60])[CH3:59])=[O:52])[CH2:38][CH2:39][CH2:40][CH2:41][NH:42][NH:43][C:44]([O:46][C:47]([CH3:50])([CH3:49])[CH3:48])=[O:45])=[O:35])[CH2:26][C:27](=[O:33])[O:28][C:29]([CH3:32])([CH3:31])[CH3:30])=[O:23])=[O:19])[CH2:12][O:13][C:14]([CH3:17])([CH3:16])[CH3:15])=[O:9])[CH2:3][CH2:4][C:5](=[O:7])[OH:6].